From a dataset of Reaction yield outcomes from USPTO patents with 853,638 reactions. Predict the reaction yield, written as a fraction of the theoretical maximum amount of product (1.0 means a 100% yield; for example, 0.34 means a 34% yield). The reactants are [Cl:1][C:2]1[CH:7]=[CH:6][C:5]([C:8]2([C:12]([N:14]3[CH2:19][CH2:18][CH2:17][CH:16]([CH2:20]OS(C)(=O)=O)[CH2:15]3)=[O:13])[CH2:11][CH2:10][CH2:9]2)=[CH:4][CH:3]=1.[F:26][C:27]([F:42])([F:41])[O:28][C:29]1[CH:34]=[CH:33][CH:32]=[CH:31][C:30]=1[N:35]1[CH2:40][CH2:39][NH:38][CH2:37][CH2:36]1.C(=O)([O-])[O-].[Cs+].[Cs+]. No catalyst specified. The product is [Cl:1][C:2]1[CH:7]=[CH:6][C:5]([C:8]2([C:12]([N:14]3[CH2:19][CH2:18][CH2:17][CH:16]([CH2:20][N:38]4[CH2:39][CH2:40][N:35]([C:30]5[CH:31]=[CH:32][CH:33]=[CH:34][C:29]=5[O:28][C:27]([F:26])([F:41])[F:42])[CH2:36][CH2:37]4)[CH2:15]3)=[O:13])[CH2:11][CH2:10][CH2:9]2)=[CH:4][CH:3]=1. The yield is 0.320.